Dataset: Peptide-MHC class I binding affinity with 185,985 pairs from IEDB/IMGT. Task: Regression. Given a peptide amino acid sequence and an MHC pseudo amino acid sequence, predict their binding affinity value. This is MHC class I binding data. (1) The peptide sequence is KRMMIRYCL. The MHC is BoLA-HD6 with pseudo-sequence BoLA-HD6. The binding affinity (normalized) is 0.724. (2) The peptide sequence is MGVYQILAIY. The MHC is HLA-A30:02 with pseudo-sequence HLA-A30:02. The binding affinity (normalized) is 0.680. (3) The binding affinity (normalized) is 0.213. The MHC is HLA-B15:01 with pseudo-sequence HLA-B15:01. The peptide sequence is QAKWRLQTL. (4) The peptide sequence is TYQWIIRNW. The MHC is HLA-A02:01 with pseudo-sequence HLA-A02:01. The binding affinity (normalized) is 0.0847. (5) The peptide sequence is YLVAAQATV. The MHC is Patr-B0101 with pseudo-sequence Patr-B0101. The binding affinity (normalized) is 0.